From a dataset of Catalyst prediction with 721,799 reactions and 888 catalyst types from USPTO. Predict which catalyst facilitates the given reaction. (1) Reactant: [OH:1][C:2]1[C:10]2[C:5](=[N:6][CH:7]=[CH:8][CH:9]=2)[S:4][C:3]=1[C:11]([O:13][CH3:14])=[O:12].S(OC)(O[CH3:19])(=O)=O.C(=O)([O-])[O-].[K+].[K+]. Product: [CH3:19][O:1][C:2]1[C:10]2[C:5](=[N:6][CH:7]=[CH:8][CH:9]=2)[S:4][C:3]=1[C:11]([O:13][CH3:14])=[O:12]. The catalyst class is: 21. (2) Reactant: C([Si](C)(C)[O:6][CH2:7][CH:8]([CH2:27][N:28]1[CH:32]=[C:31]([N+:33]([O-:35])=[O:34])[N:30]=[C:29]1Cl)[CH2:9][N:10]1[CH2:15][CH2:14][N:13]([C:16]2[CH:21]=[CH:20][C:19]([O:22][C:23]([F:26])([F:25])[F:24])=[CH:18][CH:17]=2)[CH2:12][CH2:11]1)(C)(C)C.CCCC[N+](CCCC)(CCCC)CCCC.[F-]. Product: [N+:33]([C:31]1[N:30]=[C:29]2[N:28]([CH:32]=1)[CH2:27][CH:8]([CH2:9][N:10]1[CH2:15][CH2:14][N:13]([C:16]3[CH:21]=[CH:20][C:19]([O:22][C:23]([F:24])([F:25])[F:26])=[CH:18][CH:17]=3)[CH2:12][CH2:11]1)[CH2:7][O:6]2)([O-:35])=[O:34]. The catalyst class is: 1. (3) Reactant: C[O:2][C:3]([C:5]1([C:25]2[CH:30]=[CH:29][CH:28]=[CH:27][CH:26]=2)[CH2:10][CH2:9][N:8]([C:11](=[O:24])[C:12]2[CH:17]=[CH:16][C:15]([C:18]3[O:22][N:21]=[C:20]([CH3:23])[N:19]=3)=[CH:14][CH:13]=2)[CH2:7][CH2:6]1)=[O:4].[OH-].[K+].Cl. Product: [CH3:23][C:20]1[N:19]=[C:18]([C:15]2[CH:14]=[CH:13][C:12]([C:11]([N:8]3[CH2:9][CH2:10][C:5]([C:25]4[CH:26]=[CH:27][CH:28]=[CH:29][CH:30]=4)([C:3]([OH:4])=[O:2])[CH2:6][CH2:7]3)=[O:24])=[CH:17][CH:16]=2)[O:22][N:21]=1. The catalyst class is: 5. (4) Reactant: Br[CH2:2][C:3]1[C:11]2[S:10][C:9]([NH:12][C:13]3[C:18]([CH3:19])=[CH:17][C:16]([CH3:20])=[CH:15][C:14]=3[CH3:21])=[N:8][C:7]=2[CH:6]=[CH:5][CH:4]=1.C(=O)([O-])[O-].[K+].[K+].[CH2:28]([NH:31][CH2:32][CH2:33][CH3:34])[CH2:29][CH3:30]. Product: [CH2:28]([N:31]([CH2:2][C:3]1[C:11]2[S:10][C:9]([NH:12][C:13]3[C:18]([CH3:19])=[CH:17][C:16]([CH3:20])=[CH:15][C:14]=3[CH3:21])=[N:8][C:7]=2[CH:6]=[CH:5][CH:4]=1)[CH2:32][CH2:33][CH3:34])[CH2:29][CH3:30]. The catalyst class is: 245. (5) Product: [CH3:1][O:2][CH:3]1[CH2:5][CH:4]1[C:6]([NH:10][C:11]1[N:12]=[C:13]2[CH:18]=[CH:17][C:16]([O:19][C:20]3[CH:21]=[CH:22][C:23]([CH3:36])=[C:24]([NH:26][C:27]([C:29]4[N:33]([CH3:34])[N:32]=[C:31]([CH3:35])[CH:30]=4)=[O:28])[CH:25]=3)=[N:15][N:14]2[CH:37]=1)=[O:8]. The catalyst class is: 9. Reactant: [CH3:1][O:2][CH:3]1[CH2:5][CH:4]1[C:6]([OH:8])=O.Cl.[NH2:10][C:11]1[N:12]=[C:13]2[CH:18]=[CH:17][C:16]([O:19][C:20]3[CH:21]=[CH:22][C:23]([CH3:36])=[C:24]([NH:26][C:27]([C:29]4[N:33]([CH3:34])[N:32]=[C:31]([CH3:35])[CH:30]=4)=[O:28])[CH:25]=3)=[N:15][N:14]2[CH:37]=1.F[P-](F)(F)(F)(F)F.N1(OC(N(C)C)=[N+](C)C)C2N=CC=CC=2N=N1.C(N(CC)C(C)C)(C)C.